Dataset: Peptide-MHC class II binding affinity with 134,281 pairs from IEDB. Task: Regression. Given a peptide amino acid sequence and an MHC pseudo amino acid sequence, predict their binding affinity value. This is MHC class II binding data. (1) The peptide sequence is GKGTLDGQGKAVWGK. The MHC is HLA-DQA10501-DQB10201 with pseudo-sequence HLA-DQA10501-DQB10201. The binding affinity (normalized) is 0. (2) The peptide sequence is DFLELLRYLAVELLP. The MHC is DRB1_0405 with pseudo-sequence DRB1_0405. The binding affinity (normalized) is 0.427. (3) The peptide sequence is PVQEFTVPRTKYTAT. The MHC is HLA-DPA10201-DPB10101 with pseudo-sequence HLA-DPA10201-DPB10101. The binding affinity (normalized) is 0.238. (4) The peptide sequence is LSEFGKAKGSRAIWY. The MHC is HLA-DQA10303-DQB10402 with pseudo-sequence HLA-DQA10303-DQB10402. The binding affinity (normalized) is 0.428. (5) The peptide sequence is YFESFVREFVATART. The MHC is DRB1_0101 with pseudo-sequence DRB1_0101. The binding affinity (normalized) is 0.965. (6) The peptide sequence is RNEVVNDVSTYASGK. The MHC is HLA-DQA10501-DQB10301 with pseudo-sequence HLA-DQA10501-DQB10301. The binding affinity (normalized) is 0.375. (7) The peptide sequence is AFKVAAAAANAAPAN. The MHC is DRB1_1001 with pseudo-sequence DRB1_1001. The binding affinity (normalized) is 0.847.